This data is from NCI-60 drug combinations with 297,098 pairs across 59 cell lines. The task is: Regression. Given two drug SMILES strings and cell line genomic features, predict the synergy score measuring deviation from expected non-interaction effect. Cell line: SK-OV-3. Synergy scores: CSS=5.60, Synergy_ZIP=-2.64, Synergy_Bliss=-3.59, Synergy_Loewe=-22.0, Synergy_HSA=-8.70. Drug 2: COCCOC1=C(C=C2C(=C1)C(=NC=N2)NC3=CC=CC(=C3)C#C)OCCOC.Cl. Drug 1: C1CNP(=O)(OC1)N(CCCl)CCCl.